Dataset: Catalyst prediction with 721,799 reactions and 888 catalyst types from USPTO. Task: Predict which catalyst facilitates the given reaction. (1) The catalyst class is: 17. Product: [F:1][C:2]([F:26])([F:25])[C:3]1[CH:20]=[C:19]([C:21]([F:24])([F:23])[F:22])[CH:18]=[CH:17][C:4]=1[O:5][C:6]1[CH:11]=[CH:10][C:9]([S:12]([NH:27][C:28]2[S:29][CH:30]=[CH:31][N:32]=2)(=[O:14])=[O:13])=[CH:8][C:7]=1[F:16]. Reactant: [F:1][C:2]([F:26])([F:25])[C:3]1[CH:20]=[C:19]([C:21]([F:24])([F:23])[F:22])[CH:18]=[CH:17][C:4]=1[O:5][C:6]1[CH:11]=[CH:10][C:9]([S:12](Cl)(=[O:14])=[O:13])=[CH:8][C:7]=1[F:16].[NH2:27][C:28]1[S:29][CH:30]=[CH:31][N:32]=1. (2) Reactant: [C:1]([O:5][C:6]([NH:8][C@H:9]1[CH2:14][CH2:13][CH2:12][CH2:11][C@H:10]1[NH:15][C:16]1[N:21]=[C:20](Cl)[C:19]2[C:23](=[O:33])[N:24]([C:26]([O:28][C:29]([CH3:32])([CH3:31])[CH3:30])=[O:27])[CH2:25][C:18]=2[C:17]=1[F:34])=[O:7])([CH3:4])([CH3:3])[CH3:2].[F:35][C:36]1[CH:37]=[C:38](B2OC(C)(C)C(C)(C)O2)[S:39][CH:40]=1.P([O-])([O-])([O-])=O.[K+].[K+].[K+]. Product: [C:1]([O:5][C:6]([NH:8][C@H:9]1[CH2:14][CH2:13][CH2:12][CH2:11][C@H:10]1[NH:15][C:16]1[N:21]=[C:20]([C:38]2[S:39][CH:40]=[C:36]([F:35])[CH:37]=2)[C:19]2[C:23](=[O:33])[N:24]([C:26]([O:28][C:29]([CH3:32])([CH3:31])[CH3:30])=[O:27])[CH2:25][C:18]=2[C:17]=1[F:34])=[O:7])([CH3:4])([CH3:3])[CH3:2]. The catalyst class is: 108. (3) Reactant: C([O:4][CH2:5][C:6]1[CH:11]=[CH:10][N:9]=[C:8]([NH:12][C:13](=[O:15])[CH3:14])[CH:7]=1)(=O)C.[OH-].[Na+].O. Product: [C:13]([NH:12][C:8]1[CH:7]=[C:6]([CH2:5][OH:4])[CH:11]=[CH:10][N:9]=1)(=[O:15])[CH3:14]. The catalyst class is: 7. (4) Reactant: C1(C)C=CC=CC=1.[H-].C([Al+]CC(C)C)C(C)C.C([O:20][C:21](=O)/[CH:22]=[C:23](\[CH3:40])/[CH2:24]/[CH:25]=[CH:26]/[C@H:27]([CH3:39])[C@@H:28]([O:31][Si:32]([CH2:37][CH3:38])([CH2:35][CH3:36])[CH2:33][CH3:34])[CH2:29][CH3:30])C.O.O.O.O.C(C(C(C([O-])=O)O)O)([O-])=O.[Na+].[K+]. Product: [CH3:40]/[C:23](/[CH2:24]/[CH:25]=[CH:26]/[C@H:27]([CH3:39])[C@@H:28]([O:31][Si:32]([CH2:35][CH3:36])([CH2:37][CH3:38])[CH2:33][CH3:34])[CH2:29][CH3:30])=[CH:22]\[CH2:21][OH:20]. The catalyst class is: 459. (5) Reactant: C([O:5][C:6](=O)[CH2:7][CH2:8][N:9]([C:16]1[C:21]([N+:22]([O-])=O)=[CH:20][N:19]=[C:18]([Cl:25])[N:17]=1)[CH:10]1[CH2:15][CH2:14][CH2:13][CH2:12][CH2:11]1)(C)(C)C.C(O)C.Cl. The catalyst class is: 84. Product: [Cl:25][C:18]1[N:19]=[CH:20][C:21]2[NH:22][C:6](=[O:5])[CH2:7][CH2:8][N:9]([CH:10]3[CH2:15][CH2:14][CH2:13][CH2:12][CH2:11]3)[C:16]=2[N:17]=1. (6) Reactant: C(OC(=O)[NH:7][C@:8]1([C:20](=[O:25])[N:21]([O:23][CH3:24])[CH3:22])[C@@H:10]([C:11]2[CH:16]=[CH:15][CH:14]=[CH:13][CH:12]=2)[C@H:9]1[CH2:17][O:18][CH3:19])(C)(C)C.[ClH:27]. Product: [ClH:27].[CH3:24][O:23][N:21]([CH3:22])[C:20]([C@@:8]1([NH2:7])[C@@H:10]([C:11]2[CH:16]=[CH:15][CH:14]=[CH:13][CH:12]=2)[C@H:9]1[CH2:17][O:18][CH3:19])=[O:25]. The catalyst class is: 12.